Predict which catalyst facilitates the given reaction. From a dataset of Catalyst prediction with 721,799 reactions and 888 catalyst types from USPTO. (1) Reactant: [C:1]([O:5][C:6](=[O:21])[NH:7][CH2:8][CH2:9][C@H:10]([NH:13][C:14]([O:16][C:17]([CH3:20])([CH3:19])[CH3:18])=[O:15])[CH2:11][OH:12])([CH3:4])([CH3:3])[CH3:2].[CH3:22][S:23](Cl)(=[O:25])=[O:24].C(N(CC)CC)C. Product: [CH3:22][S:23]([O:12][CH2:11][C@@H:10]([NH:13][C:14]([O:16][C:17]([CH3:20])([CH3:19])[CH3:18])=[O:15])[CH2:9][CH2:8][NH:7][C:6]([O:5][C:1]([CH3:4])([CH3:3])[CH3:2])=[O:21])(=[O:25])=[O:24]. The catalyst class is: 4. (2) Reactant: Cl[C:2]1[N:7]=[C:6]([O:8][CH3:9])[C:5]([N+:10]([O-:12])=[O:11])=[CH:4][CH:3]=1.[H-].[Na+].[Cl:15][C:16]1[CH:21]=[CH:20][CH:19]=[C:18]([Cl:22])[C:17]=1[C:23]1[C:27]([CH2:28][OH:29])=[C:26]([CH:30]([CH3:32])[CH3:31])[O:25][N:24]=1. Product: [Cl:22][C:18]1[CH:19]=[CH:20][CH:21]=[C:16]([Cl:15])[C:17]=1[C:23]1[C:27]([CH2:28][O:29][C:2]2[N:7]=[C:6]([O:8][CH3:9])[C:5]([N+:10]([O-:12])=[O:11])=[CH:4][CH:3]=2)=[C:26]([CH:30]([CH3:32])[CH3:31])[O:25][N:24]=1. The catalyst class is: 1. (3) Reactant: Cl.Cl[C:3]1[N:4]=[CH:5][C:6]2[N:11]=[N:10][N:9]([C:12]3[CH:13]=[C:14]4[C:19](=[CH:20][CH:21]=3)[N:18]=[CH:17][CH:16]=[CH:15]4)[C:7]=2[N:8]=1.[CH3:22][N:23]1[CH:27]=[C:26]([CH2:28][NH2:29])[CH:25]=[N:24]1. Product: [CH3:22][N:23]1[CH:27]=[C:26]([CH2:28][NH:29][C:3]2[N:4]=[CH:5][C:6]3[N:11]=[N:10][N:9]([C:12]4[CH:13]=[C:14]5[C:19](=[CH:20][CH:21]=4)[N:18]=[CH:17][CH:16]=[CH:15]5)[C:7]=3[N:8]=2)[CH:25]=[N:24]1. The catalyst class is: 141. (4) Reactant: [F:1][C:2]([F:11])([F:10])[C:3]1[CH:8]=[CH:7][NH:6][C:5](=[O:9])[CH:4]=1.C[Si]([N-][Si](C)(C)C)(C)C.[Li+].[CH:22]1([CH2:27][C@@H:28](OS(C(F)(F)F)(=O)=O)[C:29]([O:31][CH3:32])=[O:30])[CH2:26][CH2:25][CH2:24][CH2:23]1. Product: [CH:22]1([CH2:27][C@H:28]([N:6]2[CH:7]=[CH:8][C:3]([C:2]([F:1])([F:10])[F:11])=[CH:4][C:5]2=[O:9])[C:29]([O:31][CH3:32])=[O:30])[CH2:26][CH2:25][CH2:24][CH2:23]1. The catalyst class is: 1. (5) Reactant: [CH2:1]([O:8][C:9]1[CH:18]=[C:17]2[C:12]([CH2:13][CH2:14][CH2:15][N:16]2[CH2:19][CH2:20][NH2:21])=[CH:11][CH:10]=1)[C:2]1[CH:7]=[CH:6][CH:5]=[CH:4][CH:3]=1.CCN(CC)CC.[C:29](Cl)(=[O:31])[CH3:30]. Product: [CH2:1]([O:8][C:9]1[CH:18]=[C:17]2[C:12]([CH2:13][CH2:14][CH2:15][N:16]2[CH2:19][CH2:20][NH:21][C:29](=[O:31])[CH3:30])=[CH:11][CH:10]=1)[C:2]1[CH:3]=[CH:4][CH:5]=[CH:6][CH:7]=1. The catalyst class is: 2. (6) Reactant: C[O:2][C:3]1[CH:4]=[C:5]([C:14]2[N:15]([CH3:29])[C:16]([C:19]3[C:20]([C:25]([F:28])([F:27])[F:26])=[N:21][CH:22]=[CH:23][CH:24]=3)=[N:17][N:18]=2)[CH:6]=[C:7]([N+:11]([O-:13])=[O:12])[C:8]=1[O:9]C.B(Br)(Br)Br. Product: [CH3:29][N:15]1[C:16]([C:19]2[C:20]([C:25]([F:27])([F:28])[F:26])=[N:21][CH:22]=[CH:23][CH:24]=2)=[N:17][N:18]=[C:14]1[C:5]1[CH:4]=[C:3]([OH:2])[C:8]([OH:9])=[C:7]([N+:11]([O-:13])=[O:12])[CH:6]=1. The catalyst class is: 4.